From a dataset of Forward reaction prediction with 1.9M reactions from USPTO patents (1976-2016). Predict the product of the given reaction. (1) Given the reactants [O:1]1[CH:5]=[CH:4][CH:3]=[C:2]1[C:6]1[CH:34]=[CH:33][C:9]([C:10]([N:12]([CH2:16][C:17]2[CH:32]=[CH:31][CH:30]=[CH:29][C:18]=2[O:19][CH2:20][CH2:21][CH2:22][CH2:23][C:24]([O:26]CC)=[O:25])[CH:13]([CH3:15])[CH3:14])=[O:11])=[CH:8][CH:7]=1.O.[OH-].[Li+].Cl, predict the reaction product. The product is: [O:1]1[CH:5]=[CH:4][CH:3]=[C:2]1[C:6]1[CH:7]=[CH:8][C:9]([C:10]([N:12]([CH2:16][C:17]2[CH:32]=[CH:31][CH:30]=[CH:29][C:18]=2[O:19][CH2:20][CH2:21][CH2:22][CH2:23][C:24]([OH:26])=[O:25])[CH:13]([CH3:15])[CH3:14])=[O:11])=[CH:33][CH:34]=1. (2) Given the reactants N1C2C(=CC=C3C=2N=CC=C3)C=CC=1.C([O-])([O-])=O.[K+].[K+].[SH:21][C:22]1[NH:23][C:24]2[CH:30]=[CH:29][CH:28]=[CH:27][C:25]=2[N:26]=1.I[C:32]1[CH:39]=[CH:38][C:35]([CH:36]=[O:37])=[CH:34][CH:33]=1, predict the reaction product. The product is: [NH:23]1[C:24]2[CH:30]=[CH:29][CH:28]=[CH:27][C:25]=2[N:26]=[C:22]1[S:21][C:32]1[CH:39]=[CH:38][C:35]([CH:36]=[O:37])=[CH:34][CH:33]=1. (3) Given the reactants [CH3:1][O:2][C:3]1([O:10][CH3:11])[CH2:8][CH2:7][O:6][CH2:5][C@H:4]1[OH:9].[CH3:12]C([O-])(C)C.[K+].S(OC)(OC)(=O)=O.O, predict the reaction product. The product is: [CH3:12][O:9][C@H:4]1[C:3]([O:10][CH3:11])([O:2][CH3:1])[CH2:8][CH2:7][O:6][CH2:5]1. (4) Given the reactants [CH3:1][O:2][C:3](=[O:32])[NH:4][CH:5]([C:9]([N:11]1[CH2:15][CH2:14][CH2:13][CH:12]1[C:16]1[NH:17][C:18]([C:21]2[CH:30]=[CH:29][C:28]3[C:23](=[CH:24][CH:25]=[C:26](Br)[CH:27]=3)[CH:22]=2)=[CH:19][N:20]=1)=[O:10])[CH:6]([CH3:8])[CH3:7].C(OC(N1CCCC1C1NC(C2C=CC3C(=CC=C([C:60]4[CH:65]=[CH:64][C:63]([C:66]5[NH:67][C:68]([CH:71]6[CH:76]7[CH2:77][CH:73]([CH2:74][CH2:75]7)[N:72]6[C:78](=[O:88])[CH:79]([NH:83][C:84]([O:86][CH3:87])=[O:85])[CH:80]([CH3:82])[CH3:81])=[N:69][CH:70]=5)=[CH:62][CH:61]=4)C=3)C=2)=CN=1)=O)(C)(C)C, predict the reaction product. The product is: [CH3:1][O:2][C:3](=[O:32])[NH:4][CH:5]([C:9]([N:11]1[CH2:15][CH2:14][CH2:13][CH:12]1[C:16]1[NH:17][C:18]([C:21]2[CH:30]=[CH:29][C:28]3[C:23](=[CH:24][CH:25]=[C:26]([C:60]4[CH:61]=[CH:62][C:63]([C:66]5[NH:67][C:68]([CH:71]6[CH:76]7[CH2:77][CH:73]([CH2:74][CH2:75]7)[N:72]6[C:78](=[O:88])[CH:79]([NH:83][C:84]([O:86][CH3:87])=[O:85])[CH:80]([CH3:82])[CH3:81])=[N:69][CH:70]=5)=[CH:64][CH:65]=4)[CH:27]=3)[CH:22]=2)=[CH:19][N:20]=1)=[O:10])[CH:6]([CH3:8])[CH3:7]. (5) Given the reactants C(N)CCN.[C:6]1([N:12]2[C:16]3=[N:17][CH:18]=[N:19][C:20]([NH:21]/[N:22]=[CH:23]/[C:24]4[CH:40]=[CH:39][C:27]([C:28]([NH:30][CH2:31][CH2:32][CH2:33][N:34]5CCCC5)=[O:29])=[CH:26][CH:25]=4)=[C:15]3[CH:14]=[N:13]2)[CH:11]=[CH:10][CH:9]=[CH:8][CH:7]=1, predict the reaction product. The product is: [NH2:34][CH2:33][CH2:32][CH2:31][NH:30][C:28](=[O:29])[C:27]1[CH:39]=[CH:40][C:24](/[CH:23]=[N:22]/[NH:21][C:20]2[N:19]=[CH:18][N:17]=[C:16]3[N:12]([C:6]4[CH:7]=[CH:8][CH:9]=[CH:10][CH:11]=4)[N:13]=[CH:14][C:15]=23)=[CH:25][CH:26]=1. (6) The product is: [Cl:22][C:23]1[N:28]=[C:27]([O:19][C:16]2[CH:17]=[CH:18][C:13]([NH2:12])=[C:14]([F:21])[C:15]=2[F:20])[CH:26]=[CH:25][N:24]=1. Given the reactants C1CCN2C(=NCCC2)CC1.[NH2:12][C:13]1[CH:18]=[CH:17][C:16]([OH:19])=[C:15]([F:20])[C:14]=1[F:21].[Cl:22][C:23]1[N:28]=[C:27](Cl)[CH:26]=[CH:25][N:24]=1, predict the reaction product.